From a dataset of Reaction yield outcomes from USPTO patents with 853,638 reactions. Predict the reaction yield, written as a fraction of the theoretical maximum amount of product (1.0 means a 100% yield; for example, 0.34 means a 34% yield). (1) The reactants are [NH2:1][C@H:2]([C:4]1[N:5]([CH:16]2[CH2:18][CH2:17]2)[C:6](=[O:15])[C:7]2[C:12]([CH:13]=1)=[CH:11][CH:10]=[CH:9][C:8]=2[Cl:14])[CH3:3].Cl[C:20]1[N:25]=[CH:24][N:23]=[C:22]([NH2:26])[C:21]=1[C:27]1[O:31][N:30]=[C:29]([CH3:32])[N:28]=1.CCN(C(C)C)C(C)C. The catalyst is CCCCO. The product is [NH2:26][C:22]1[N:23]=[CH:24][N:25]=[C:20]([NH:1][C@H:2]([C:4]2[N:5]([CH:16]3[CH2:18][CH2:17]3)[C:6](=[O:15])[C:7]3[C:12]([CH:13]=2)=[CH:11][CH:10]=[CH:9][C:8]=3[Cl:14])[CH3:3])[C:21]=1[C:27]1[O:31][N:30]=[C:29]([CH3:32])[N:28]=1. The yield is 0.480. (2) The reactants are [O:1]=[C:2]1[NH:6][CH2:5][CH2:4][N:3]1[C:7]1[CH:8]=[C:9]([CH:13]=[CH:14][N:15]=1)[C:10]([O-:12])=[O:11].[H-].[Na+].Br[CH2:19][C:20]1[CH:25]=[CH:24][C:23]([F:26])=[CH:22][CH:21]=1.[CH3:27]N(C)C=O. No catalyst specified. The product is [F:26][C:23]1[CH:24]=[CH:25][C:20]([CH2:19][N:6]2[CH2:5][CH2:4][N:3]([C:7]3[CH:8]=[C:9]([CH:13]=[CH:14][N:15]=3)[C:10]([O:12][CH3:27])=[O:11])[C:2]2=[O:1])=[CH:21][CH:22]=1. The yield is 0.670.